Dataset: Reaction yield outcomes from USPTO patents with 853,638 reactions. Task: Predict the reaction yield, written as a fraction of the theoretical maximum amount of product (1.0 means a 100% yield; for example, 0.34 means a 34% yield). (1) The reactants are [C:1]([N:4]1[CH2:9][CH2:8][O:7][C:6]2[CH:10]=[CH:11][C:12]([C:14]3[S:15][C:16](Cl)=[C:17]([C:19]([O:21][CH2:22][CH3:23])=[O:20])[N:18]=3)=[CH:13][C:5]1=2)(=[O:3])[CH3:2].[CH3:25][NH:26][CH2:27][CH2:28][O:29][C:30]1[CH:35]=[CH:34][CH:33]=[CH:32][CH:31]=1. The catalyst is CN(C=O)C. The product is [C:1]([N:4]1[CH2:9][CH2:8][O:7][C:6]2[CH:10]=[CH:11][C:12]([C:14]3[S:15][C:16]([N:26]([CH3:25])[CH2:27][CH2:28][O:29][C:30]4[CH:35]=[CH:34][CH:33]=[CH:32][CH:31]=4)=[C:17]([C:19]([O:21][CH2:22][CH3:23])=[O:20])[N:18]=3)=[CH:13][C:5]1=2)(=[O:3])[CH3:2]. The yield is 0.520. (2) The reactants are [F:1][C:2]1[C:3]([CH3:13])=[C:4]2[C:9](=[CH:10][CH:11]=1)[NH:8][C:7](=[O:12])[CH2:6][CH2:5]2.[H-].[Na+].Cl[CH2:17][CH2:18][CH2:19]I.[CH2:21]([O:24][CH:25]1[CH2:30][CH2:29][NH:28][CH2:27][CH2:26]1)[CH2:22][CH3:23].[Na+].[I-].C([O-])([O-])=O.[K+].[K+]. The catalyst is CN(C=O)C. The product is [F:1][C:2]1[C:3]([CH3:13])=[C:4]2[C:9](=[CH:10][CH:11]=1)[N:8]([CH2:17][CH2:18][CH2:19][N:28]1[CH2:29][CH2:30][CH:25]([O:24][CH2:21][CH2:22][CH3:23])[CH2:26][CH2:27]1)[C:7](=[O:12])[CH2:6][CH2:5]2. The yield is 0.410. (3) The reactants are [CH2:1]([C:3]1[O:4][C:5]([C:9]([NH:11][C:12]2[CH:17]=[CH:16][C:15]([C:18]3[CH:23]=[CH:22][C:21]([C:24]45[CH2:31][CH2:30][C:27]([CH2:32][C:33]([O-:35])=[O:34])([CH2:28][CH2:29]4)[O:26][CH2:25]5)=[CH:20][CH:19]=3)=[CH:14][CH:13]=2)=[O:10])=[C:6]([CH3:8])[N:7]=1)[CH3:2].[Li+].[OH-].Cl. The catalyst is C1COCC1.O. The product is [CH2:1]([C:3]1[O:4][C:5]([C:9]([NH:11][C:12]2[CH:13]=[CH:14][C:15]([C:18]3[CH:23]=[CH:22][C:21]([C:24]45[CH2:29][CH2:28][C:27]([CH2:32][C:33]([OH:35])=[O:34])([CH2:30][CH2:31]4)[O:26][CH2:25]5)=[CH:20][CH:19]=3)=[CH:16][CH:17]=2)=[O:10])=[C:6]([CH3:8])[N:7]=1)[CH3:2]. The yield is 0.870. (4) The reactants are [CH2:1]([N:3]1[CH:7]=[C:6]([C:8]2[CH:9]=[C:10]([CH:12]=[CH:13][CH:14]=2)[NH2:11])[C:5]([C:15]2[CH:20]=[CH:19][N:18]=[CH:17][CH:16]=2)=[N:4]1)[CH3:2].[F:21][C:22]1[CH:27]=[C:26]([I:28])[CH:25]=[CH:24][C:23]=1[N:29]=[C:30]=[O:31]. The catalyst is C(Cl)Cl. The product is [CH2:1]([N:3]1[CH:7]=[C:6]([C:8]2[CH:9]=[C:10]([NH:11][C:30]([NH:29][C:23]3[CH:24]=[CH:25][C:26]([I:28])=[CH:27][C:22]=3[F:21])=[O:31])[CH:12]=[CH:13][CH:14]=2)[C:5]([C:15]2[CH:16]=[CH:17][N:18]=[CH:19][CH:20]=2)=[N:4]1)[CH3:2]. The yield is 0.810. (5) The reactants are [NH2:1][C:2]1[C:3]([C:12]([C:14]2[CH:19]=[CH:18][C:17]([O:20][CH3:21])=[C:16]([F:22])[CH:15]=2)=O)=[CH:4][CH:5]=[C:6]2[C:11]=1[N:10]=[CH:9][CH:8]=[CH:7]2.[CH3:23][NH:24][S:25](Cl)(=[O:27])=[O:26].[BH4-].[Na+]. The catalyst is N1C=CC=CC=1. The product is [F:22][C:16]1[CH:15]=[C:14]([CH:12]2[C:3]3[CH:4]=[CH:5][C:6]4[C:11](=[N:10][CH:9]=[CH:8][CH:7]=4)[C:2]=3[NH:1][S:25](=[O:27])(=[O:26])[N:24]2[CH3:23])[CH:19]=[CH:18][C:17]=1[O:20][CH3:21]. The yield is 0.520. (6) The reactants are [NH2:1][C:2]1[CH:3]=[C:4]([CH:9]=[CH:10][CH:11]=1)[C:5]([NH:7][CH3:8])=[O:6].Br[CH:13]([C:19]1[CH:24]=[CH:23][CH:22]=[CH:21][CH:20]=1)[C:14]([O:16][CH2:17][CH3:18])=[O:15].CCN(C(C)C)C(C)C. The catalyst is C(#N)C. The product is [CH3:8][NH:7][C:5]([C:4]1[CH:3]=[C:2]([NH:1][CH:13]([C:19]2[CH:24]=[CH:23][CH:22]=[CH:21][CH:20]=2)[C:14]([O:16][CH2:17][CH3:18])=[O:15])[CH:11]=[CH:10][CH:9]=1)=[O:6]. The yield is 0.920. (7) The yield is 0.550. The catalyst is CCN(CC)CC.[Cu]I.Cl[Pd](Cl)([P](C1C=CC=CC=1)(C1C=CC=CC=1)C1C=CC=CC=1)[P](C1C=CC=CC=1)(C1C=CC=CC=1)C1C=CC=CC=1. The reactants are Br[C:2]1[C:7]([F:8])=[CH:6][CH:5]=[CH:4][C:3]=1[NH:9][C:10](=[O:14])[CH2:11][CH2:12][CH3:13].[CH3:15][C:16]([CH3:21])([CH3:20])[C:17]#[C:18]C. The product is [CH3:15][C:16]([CH3:21])([CH3:20])[C:17]#[C:18][C:2]1[C:7]([F:8])=[CH:6][CH:5]=[CH:4][C:3]=1[NH:9][C:10](=[O:14])[CH2:11][CH2:12][CH3:13]. (8) The reactants are [OH:1][N:2]1[C:7]([CH3:9])([CH3:8])[CH2:6][CH2:5][CH2:4][C:3]1([CH3:11])[CH3:10].N(OC(C)(C)C)=O.N[C:20]1[CH:25]=[CH:24][CH:23]=[CH:22][CH:21]=1. The catalyst is [Cu](Cl)Cl.C(#N)C. The product is [O:1]([N:2]1[C:7]([CH3:9])([CH3:8])[CH2:6][CH2:5][CH2:4][C:3]1([CH3:11])[CH3:10])[C:20]1[CH:25]=[CH:24][CH:23]=[CH:22][CH:21]=1. The yield is 0.724.